From a dataset of Reaction yield outcomes from USPTO patents with 853,638 reactions. Predict the reaction yield, written as a fraction of the theoretical maximum amount of product (1.0 means a 100% yield; for example, 0.34 means a 34% yield). (1) The product is [NH2:18][C:12]1[C:10]2[CH2:11][N:5]([S:2]([CH3:1])(=[O:4])=[O:3])[CH2:6][C:7](=[O:21])[NH:8][C:9]=2[CH:15]=[CH:14][C:13]=1[O:16][CH3:17]. No catalyst specified. The yield is 0.970. The reactants are [CH3:1][S:2]([N:5]1[CH2:11][C:10]2[C:12]([N+:18]([O-])=O)=[C:13]([O:16][CH3:17])[CH:14]=[CH:15][C:9]=2[NH:8][C:7](=[O:21])[CH2:6]1)(=[O:4])=[O:3].CN(C)C=O. (2) The reactants are [N+:1]([C:4]1[CH:15]=[CH:14][C:7]2[O:8][CH:9]([CH2:12][OH:13])[CH2:10][O:11][C:6]=2[CH:5]=1)([O-])=O. The catalyst is CO.[Pd]. The product is [NH2:1][C:4]1[CH:15]=[CH:14][C:7]2[O:8][CH:9]([CH2:12][OH:13])[CH2:10][O:11][C:6]=2[CH:5]=1. The yield is 0.770. (3) The reactants are [C:1](N)(=[O:3])[CH3:2].C=O.O.Cl.[NH:9]([CH2:14][C:15]([OH:17])=[O:16])[CH2:10][C:11]([OH:13])=[O:12].C(NCC(O)=O)(=O)C. The catalyst is COCCOC. The product is [C:1]([N:9]([CH2:14][C:15]([OH:17])=[O:16])[CH2:10][C:11]([OH:13])=[O:12])(=[O:3])[CH3:2]. The yield is 0.870. (4) The reactants are Br[C:2]([CH3:15])([CH3:14])[C:3]([NH:5][C:6]1[CH:11]=[CH:10][CH:9]=[C:8]([Br:12])[C:7]=1[OH:13])=[O:4].C([O-])([O-])=O.[K+].[K+].O.C(OCC)(=O)C. The catalyst is CN(C=O)C. The product is [Br:12][C:8]1[C:7]2[O:13][C:2]([CH3:15])([CH3:14])[C:3](=[O:4])[NH:5][C:6]=2[CH:11]=[CH:10][CH:9]=1. The yield is 0.846.